From a dataset of Full USPTO retrosynthesis dataset with 1.9M reactions from patents (1976-2016). Predict the reactants needed to synthesize the given product. (1) Given the product [Br:1][C:2]1[CH:3]=[N:4][C:5]2[N:6]([N:8]=[C:9]([C:11]([N:21]3[CH2:22][CH2:23][C:18]4[S:17][CH:16]=[C:15]([F:14])[C:19]=4[CH:20]3[CH3:24])=[O:13])[CH:10]=2)[CH:7]=1, predict the reactants needed to synthesize it. The reactants are: [Br:1][C:2]1[CH:3]=[N:4][C:5]2[N:6]([N:8]=[C:9]([C:11]([OH:13])=O)[CH:10]=2)[CH:7]=1.[F:14][C:15]1[C:19]2[CH:20]([CH3:24])[NH:21][CH2:22][CH2:23][C:18]=2[S:17][CH:16]=1. (2) Given the product [N:34]1[C:33]2[C:38](=[N:29][CH:30]=[CH:31][CH:32]=2)[CH:37]=[CH:36][C:35]=1[CH:39]=[C:15]1[NH:11][C:12]([NH:17][CH2:18][C:19]2[CH:24]=[CH:23][CH:22]=[CH:21][C:20]=2[C:25]([F:26])([F:27])[F:28])=[N:13][C:14]1=[O:16], predict the reactants needed to synthesize it. The reactants are: C(OC([N:11]1[CH2:15][C:14](=[O:16])[N:13]=[C:12]1[NH:17][CH2:18][C:19]1[CH:24]=[CH:23][CH:22]=[CH:21][C:20]=1[C:25]([F:28])([F:27])[F:26])=O)C1C=CC=CC=1.[N:29]1[C:38]2[C:33](=[N:34][C:35]([CH:39]=O)=[CH:36][CH:37]=2)[CH:32]=[CH:31][CH:30]=1.N1CCCCC1. (3) Given the product [C:15]([O:18][CH2:8][C:7]1[C:2]([O:1][C:24](=[O:23])[CH3:30])=[CH:3][C:4]([F:14])=[C:5]([F:13])[C:6]=1[F:12])(=[O:17])[CH3:16], predict the reactants needed to synthesize it. The reactants are: [OH:1][C:2]1[C:7]([CH2:8]N(C)C)=[C:6]([F:12])[C:5]([F:13])=[C:4]([F:14])[CH:3]=1.[C:15]([O:18]C(=O)C)(=[O:17])[CH3:16].C[OH:23].[C:24]1([CH3:30])C=CC=CC=1. (4) Given the product [CH2:1]([O:8][C:9]1[CH:10]=[CH:11][C:12]2[CH:28]=[C:27]([C:24]3[CH:25]=[CH:26][C:21]([O:20][CH2:17][CH2:18][CH3:19])=[CH:22][CH:23]=3)[O:15][C:13]=2[CH:14]=1)[C:2]1[CH:7]=[CH:6][CH:5]=[CH:4][CH:3]=1, predict the reactants needed to synthesize it. The reactants are: [CH2:1]([O:8][C:9]1[CH:10]=[CH:11][C:12](I)=[C:13]([OH:15])[CH:14]=1)[C:2]1[CH:7]=[CH:6][CH:5]=[CH:4][CH:3]=1.[CH2:17]([O:20][C:21]1[CH:26]=[CH:25][C:24]([C:27]#[CH:28])=[CH:23][CH:22]=1)[CH2:18][CH3:19].CN(C)C(N(C)C)=N. (5) Given the product [C:26]([O:25][C:23]([N:20]1[CH2:21][CH2:22][CH:17]([N:5]2[CH:6]=[CH:7][C:8]([C:38]([O:46][CH3:45])=[O:39])=[C:3]([CH2:1][CH3:2])[C:4]2=[O:30])[CH2:18][CH2:19]1)=[O:24])([CH3:29])([CH3:28])[CH3:27], predict the reactants needed to synthesize it. The reactants are: [CH2:1]([C:3]1[C:4](=[O:30])[N:5]([CH:17]2[CH2:22][CH2:21][N:20]([C:23]([O:25][C:26]([CH3:29])([CH3:28])[CH3:27])=[O:24])[CH2:19][CH2:18]2)[CH:6]=[CH:7][C:8]=1OS(C(F)(F)F)(=O)=O)[CH3:2].C(N(CC)CC)C.[CH3:38][OH:39].[C]=O.CN([CH:45]=[O:46])C.